This data is from NCI-60 drug combinations with 297,098 pairs across 59 cell lines. The task is: Regression. Given two drug SMILES strings and cell line genomic features, predict the synergy score measuring deviation from expected non-interaction effect. (1) Drug 1: CCC1(CC2CC(C3=C(CCN(C2)C1)C4=CC=CC=C4N3)(C5=C(C=C6C(=C5)C78CCN9C7C(C=CC9)(C(C(C8N6C=O)(C(=O)OC)O)OC(=O)C)CC)OC)C(=O)OC)O.OS(=O)(=O)O. Drug 2: C1CCC(C(C1)N)N.C(=O)(C(=O)[O-])[O-].[Pt+4]. Cell line: SNB-19. Synergy scores: CSS=26.4, Synergy_ZIP=-10.5, Synergy_Bliss=-2.31, Synergy_Loewe=-6.94, Synergy_HSA=-0.145. (2) Drug 1: C1CN1P(=S)(N2CC2)N3CC3. Drug 2: CC(C)CN1C=NC2=C1C3=CC=CC=C3N=C2N. Cell line: UACC-257. Synergy scores: CSS=3.30, Synergy_ZIP=-0.598, Synergy_Bliss=0.700, Synergy_Loewe=0.568, Synergy_HSA=-0.182. (3) Drug 1: C1=C(C(=O)NC(=O)N1)N(CCCl)CCCl. Drug 2: CCCCC(=O)OCC(=O)C1(CC(C2=C(C1)C(=C3C(=C2O)C(=O)C4=C(C3=O)C=CC=C4OC)O)OC5CC(C(C(O5)C)O)NC(=O)C(F)(F)F)O. Cell line: OVCAR-4. Synergy scores: CSS=2.61, Synergy_ZIP=-2.55, Synergy_Bliss=-2.06, Synergy_Loewe=-0.789, Synergy_HSA=-0.667. (4) Drug 1: CC1=C2C(C(=O)C3(C(CC4C(C3C(C(C2(C)C)(CC1OC(=O)C(C(C5=CC=CC=C5)NC(=O)OC(C)(C)C)O)O)OC(=O)C6=CC=CC=C6)(CO4)OC(=O)C)O)C)O. Drug 2: CC1C(C(CC(O1)OC2CC(CC3=C2C(=C4C(=C3O)C(=O)C5=CC=CC=C5C4=O)O)(C(=O)C)O)N)O. Cell line: HL-60(TB). Synergy scores: CSS=50.5, Synergy_ZIP=-2.17, Synergy_Bliss=-5.22, Synergy_Loewe=-2.05, Synergy_HSA=-1.86. (5) Drug 1: C1CC(=O)NC(=O)C1N2CC3=C(C2=O)C=CC=C3N. Drug 2: C1CN(CCN1C(=O)CCBr)C(=O)CCBr. Synergy scores: CSS=10.4, Synergy_ZIP=2.05, Synergy_Bliss=3.07, Synergy_Loewe=2.07, Synergy_HSA=0.0891. Cell line: NCI-H322M. (6) Cell line: OVCAR-4. Drug 1: C1=CC(=CC=C1CCCC(=O)O)N(CCCl)CCCl. Synergy scores: CSS=-2.78, Synergy_ZIP=-0.371, Synergy_Bliss=-4.24, Synergy_Loewe=-6.21, Synergy_HSA=-5.48. Drug 2: CCCCCOC(=O)NC1=NC(=O)N(C=C1F)C2C(C(C(O2)C)O)O. (7) Drug 1: C1CN1C2=NC(=NC(=N2)N3CC3)N4CC4. Drug 2: CN(CCCl)CCCl.Cl. Cell line: HT29. Synergy scores: CSS=22.2, Synergy_ZIP=-7.29, Synergy_Bliss=-3.46, Synergy_Loewe=-5.20, Synergy_HSA=0.392. (8) Drug 1: CC1OCC2C(O1)C(C(C(O2)OC3C4COC(=O)C4C(C5=CC6=C(C=C35)OCO6)C7=CC(=C(C(=C7)OC)O)OC)O)O. Drug 2: CC1=C(C(CCC1)(C)C)C=CC(=CC=CC(=CC(=O)O)C)C. Cell line: HCT-15. Synergy scores: CSS=42.4, Synergy_ZIP=-1.40, Synergy_Bliss=-1.18, Synergy_Loewe=-10.3, Synergy_HSA=-1.25. (9) Drug 1: C1CN1C2=NC(=NC(=N2)N3CC3)N4CC4. Drug 2: CN(CC1=CN=C2C(=N1)C(=NC(=N2)N)N)C3=CC=C(C=C3)C(=O)NC(CCC(=O)O)C(=O)O. Cell line: SK-OV-3. Synergy scores: CSS=43.7, Synergy_ZIP=-3.12, Synergy_Bliss=-0.365, Synergy_Loewe=-28.6, Synergy_HSA=-2.76. (10) Drug 1: C1CC(=O)NC(=O)C1N2CC3=C(C2=O)C=CC=C3N. Cell line: SK-MEL-5. Drug 2: C1=CC(=CC=C1CCCC(=O)O)N(CCCl)CCCl. Synergy scores: CSS=19.4, Synergy_ZIP=-6.11, Synergy_Bliss=-1.18, Synergy_Loewe=-7.01, Synergy_HSA=-1.47.